This data is from NCI-60 drug combinations with 297,098 pairs across 59 cell lines. The task is: Regression. Given two drug SMILES strings and cell line genomic features, predict the synergy score measuring deviation from expected non-interaction effect. (1) Drug 1: CC1=C2C(C(=O)C3(C(CC4C(C3C(C(C2(C)C)(CC1OC(=O)C(C(C5=CC=CC=C5)NC(=O)OC(C)(C)C)O)O)OC(=O)C6=CC=CC=C6)(CO4)OC(=O)C)OC)C)OC. Drug 2: CC1=C2C(C(=O)C3(C(CC4C(C3C(C(C2(C)C)(CC1OC(=O)C(C(C5=CC=CC=C5)NC(=O)OC(C)(C)C)O)O)OC(=O)C6=CC=CC=C6)(CO4)OC(=O)C)O)C)O. Cell line: UACC-257. Synergy scores: CSS=39.8, Synergy_ZIP=3.59, Synergy_Bliss=3.83, Synergy_Loewe=7.37, Synergy_HSA=9.39. (2) Drug 1: C1=CC(=C2C(=C1NCCNCCO)C(=O)C3=C(C=CC(=C3C2=O)O)O)NCCNCCO. Drug 2: CN(C)C1=NC(=NC(=N1)N(C)C)N(C)C. Cell line: SF-268. Synergy scores: CSS=48.1, Synergy_ZIP=8.15, Synergy_Bliss=6.35, Synergy_Loewe=-35.8, Synergy_HSA=2.86.